From a dataset of Reaction yield outcomes from USPTO patents with 853,638 reactions. Predict the reaction yield, written as a fraction of the theoretical maximum amount of product (1.0 means a 100% yield; for example, 0.34 means a 34% yield). (1) The reactants are [N:1]1([S:7]([N:10]=[C:11]=[S:12])(=[O:9])=[O:8])[CH2:6][CH2:5][CH2:4][CH2:3][CH2:2]1.[Cl:13][C:14]1[CH:19]=[CH:18][C:17]([C:20]2[CH:24]([C:25]3[CH:30]=[CH:29][CH:28]=[CH:27][CH:26]=3)[CH2:23][NH:22][N:21]=2)=[CH:16][CH:15]=1. The catalyst is ClCCl. The product is [Cl:13][C:14]1[CH:15]=[CH:16][C:17]([C:20]2[CH:24]([C:25]3[CH:26]=[CH:27][CH:28]=[CH:29][CH:30]=3)[CH2:23][N:22]([C:11](=[S:12])[NH:10][S:7]([N:1]3[CH2:2][CH2:3][CH2:4][CH2:5][CH2:6]3)(=[O:9])=[O:8])[N:21]=2)=[CH:18][CH:19]=1. The yield is 0.630. (2) The reactants are [CH:1]1([C:4]2[CH:5]=[C:6]([C:14]([O:16]C)=[O:15])[CH:7]=[C:8]([CH:13]=2)[C:9]([O:11][CH3:12])=[O:10])[CH2:3][CH2:2]1.[OH-].[K+]. The catalyst is CO.C1COCC1. The product is [CH:1]1([C:4]2[CH:5]=[C:6]([C:14]([OH:16])=[O:15])[CH:7]=[C:8]([CH:13]=2)[C:9]([OH:11])=[O:10])[CH2:2][CH2:3]1.[CH:1]1([C:4]2[CH:5]=[C:6]([CH:7]=[C:8]([C:9]([O:11][CH3:12])=[O:10])[CH:13]=2)[C:14]([OH:16])=[O:15])[CH2:2][CH2:3]1. The yield is 0.120. (3) The product is [NH:12]1[C:20]2[C:15](=[CH:16][CH:17]=[CH:18][CH:19]=2)[C:14]([C:21]2[N:22]=[C:23]([N:41]3[CH2:42][CH2:43][O:44][CH2:45][CH2:46]3)[C:24]3[N:29]=[C:28]([CH2:30][N:31]4[CH2:32][CH:33]([N:35]5[CH2:36][CH2:37][O:38][CH2:39][CH2:40]5)[CH2:34]4)[S:27][C:25]=3[N:26]=2)=[CH:13]1. The reactants are [OH-].[Na+].C1(S([N:12]2[C:20]3[C:15](=[CH:16][CH:17]=[CH:18][CH:19]=3)[C:14]([C:21]3[N:22]=[C:23]([N:41]4[CH2:46][CH2:45][O:44][CH2:43][CH2:42]4)[C:24]4[N:29]=[C:28]([CH2:30][N:31]5[CH2:34][CH:33]([N:35]6[CH2:40][CH2:39][O:38][CH2:37][CH2:36]6)[CH2:32]5)[S:27][C:25]=4[N:26]=3)=[CH:13]2)(=O)=O)C=CC=CC=1. The catalyst is O1CCOCC1. The yield is 0.470. (4) The reactants are [F:1][C:2]1[CH:7]=[CH:6][C:5]([N+:8]([O-:10])=[O:9])=[CH:4][C:3]=1[CH2:11][CH2:12][NH2:13].CCN(C(C)C)C(C)C.[CH3:23][C:24]([O:27][C:28](O[C:28]([O:27][C:24]([CH3:26])([CH3:25])[CH3:23])=[O:29])=[O:29])([CH3:26])[CH3:25]. The catalyst is C(Cl)Cl. The product is [F:1][C:2]1[CH:7]=[CH:6][C:5]([N+:8]([O-:10])=[O:9])=[CH:4][C:3]=1[CH2:11][CH2:12][NH:13][C:28](=[O:29])[O:27][C:24]([CH3:26])([CH3:25])[CH3:23]. The yield is 0.545. (5) The reactants are [NH2:1][C:2]1[C:21]([C:22]2[CH:27]=[CH:26][CH:25]=[CH:24][N:23]=2)=[C:5]2[NH:6][C:7]([C:11]3[CH:12]=[C:13]4[C:17](=[CH:18][CH:19]=3)[N:16]([CH3:20])[N:15]=[CH:14]4)=[CH:8][C:9](=[O:10])[N:4]2[N:3]=1.[C:28](OC(=O)C)(=[O:30])[CH3:29]. The catalyst is N1C=CC=CC=1. The product is [CH3:20][N:16]1[C:17]2[C:13](=[CH:12][C:11]([C:7]3[NH:6][C:5]4[N:4]([N:3]=[C:2]([NH:1][C:28](=[O:30])[CH3:29])[C:21]=4[C:22]4[CH:27]=[CH:26][CH:25]=[CH:24][N:23]=4)[C:9](=[O:10])[CH:8]=3)=[CH:19][CH:18]=2)[CH:14]=[N:15]1. The yield is 0.360. (6) The reactants are Cl.[CH3:2][NH:3][OH:4].C[O-].[Na+].[O:8]([C:15]1[CH:16]=[C:17]2[C:22](=[CH:23][CH:24]=1)[O:21][CH:20]([C:25]1[CH:30]=[CH:29][CH:28]=[CH:27][CH:26]=1)[CH2:19]/[C:18]/2=[N:31]/[C:32]#[N:33])[C:9]1[CH:14]=[CH:13][CH:12]=[CH:11][CH:10]=1. The catalyst is CO. The product is [CH3:2][N:3]1[C:32]([NH2:33])=[N:31][C:18]2([C:17]3[C:22](=[CH:23][CH:24]=[C:15]([O:8][C:9]4[CH:14]=[CH:13][CH:12]=[CH:11][CH:10]=4)[CH:16]=3)[O:21][CH:20]([C:25]3[CH:26]=[CH:27][CH:28]=[CH:29][CH:30]=3)[CH2:19]2)[O:4]1. The yield is 0.520. (7) The reactants are [N:1]1[S:2][N:3]=[C:4]2[CH:9]=[C:8]([C:10]3[CH:11]=[C:12]([CH:22]([CH2:28][CH:29]([CH3:31])[CH3:30])[C:23]([O:25]CC)=[O:24])[CH:13]=[C:14]([Cl:21])[C:15]=3[O:16][CH2:17][CH:18]3[CH2:20][CH2:19]3)[CH:7]=[CH:6][C:5]=12.CO.O.O[Li].O. The catalyst is C1COCC1. The product is [N:1]1[S:2][N:3]=[C:4]2[CH:9]=[C:8]([C:10]3[CH:11]=[C:12]([CH:22]([CH2:28][CH:29]([CH3:31])[CH3:30])[C:23]([OH:25])=[O:24])[CH:13]=[C:14]([Cl:21])[C:15]=3[O:16][CH2:17][CH:18]3[CH2:20][CH2:19]3)[CH:7]=[CH:6][C:5]=12. The yield is 0.500. (8) The reactants are C1(C)C=CC(S([O-])(=O)=O)=CC=1.[CH3:12][C@H:13]1[C@@H:16]([NH3+:17])[C:15](=[O:18])[NH:14]1.CCN(C(C)C)C(C)C.[CH:28]1([CH2:34][CH2:35][CH2:36][CH2:37][O:38][C:39](N2C=CC=CC2=O)=[O:40])[CH2:33][CH2:32][CH2:31][CH2:30][CH2:29]1. The catalyst is C(Cl)Cl. The product is [CH:28]1([CH2:34][CH2:35][CH2:36][CH2:37][O:38][C:39](=[O:40])[NH:17][C@H:16]2[C:15](=[O:18])[NH:14][C@H:13]2[CH3:12])[CH2:33][CH2:32][CH2:31][CH2:30][CH2:29]1. The yield is 0.390. (9) The reactants are [CH2:1]([O:8][C:9]1[CH:14]=[C:13]([O:15][CH2:16][C:17]2[CH:22]=[CH:21][CH:20]=[CH:19][CH:18]=2)[C:12](Br)=[CH:11][C:10]=1[C:24]1[N:28]([CH2:29][CH2:30][CH2:31][O:32][CH3:33])[N:27]=[N:26][N:25]=1)[C:2]1[CH:7]=[CH:6][CH:5]=[CH:4][CH:3]=1.[F:34][C:35]([F:46])([F:45])[C:36]1[CH:37]=[C:38](B(O)O)[CH:39]=[CH:40][CH:41]=1.C(O)C.C(=O)(O)[O-].[Na+]. The catalyst is C1(C)C=CC=CC=1.C1C=CC([P]([Pd]([P](C2C=CC=CC=2)(C2C=CC=CC=2)C2C=CC=CC=2)([P](C2C=CC=CC=2)(C2C=CC=CC=2)C2C=CC=CC=2)[P](C2C=CC=CC=2)(C2C=CC=CC=2)C2C=CC=CC=2)(C2C=CC=CC=2)C2C=CC=CC=2)=CC=1. The product is [CH2:1]([O:8][C:9]1[CH:14]=[C:13]([O:15][CH2:16][C:17]2[CH:22]=[CH:21][CH:20]=[CH:19][CH:18]=2)[C:12]([C:40]2[CH:39]=[CH:38][CH:37]=[C:36]([C:35]([F:46])([F:45])[F:34])[CH:41]=2)=[CH:11][C:10]=1[C:24]1[N:28]([CH2:29][CH2:30][CH2:31][O:32][CH3:33])[N:27]=[N:26][N:25]=1)[C:2]1[CH:7]=[CH:6][CH:5]=[CH:4][CH:3]=1. The yield is 0.720.